Dataset: Reaction yield outcomes from USPTO patents with 853,638 reactions. Task: Predict the reaction yield, written as a fraction of the theoretical maximum amount of product (1.0 means a 100% yield; for example, 0.34 means a 34% yield). (1) The reactants are NN.[Cl:3][C:4]1[S:8][C:7]([C:9]([NH:11][C@@H:12]([CH2:25][C:26]2[CH:31]=[CH:30][CH:29]=[C:28]([F:32])[CH:27]=2)[CH2:13][N:14]2C(=O)C3C(=CC=CC=3)C2=O)=[O:10])=[CH:6][C:5]=1[C:33]1[N:37]([CH2:38][CH3:39])[N:36]=[CH:35][C:34]=1[CH3:40]. The catalyst is CO. The product is [NH2:14][CH2:13][C@@H:12]([NH:11][C:9]([C:7]1[S:8][C:4]([Cl:3])=[C:5]([C:33]2[N:37]([CH2:38][CH3:39])[N:36]=[CH:35][C:34]=2[CH3:40])[CH:6]=1)=[O:10])[CH2:25][C:26]1[CH:31]=[CH:30][CH:29]=[C:28]([F:32])[CH:27]=1. The yield is 0.530. (2) The catalyst is CN(C=O)C.O.CO.C1COCC1. The reactants are CS([C:5]1[N:6]=[CH:7][C:8]2[C:17]3[CH:16]=[CH:15][C:14]([C:18]([O:20]C)=[O:19])=[CH:13][C:12]=3[N:11]=[C:10]([NH:22][C:23]3[CH:28]=[CH:27][CH:26]=[CH:25][CH:24]=3)[C:9]=2[N:29]=1)(=O)=O.Cl.CN.C[CH2:34][N:35](C(C)C)C(C)C.[Li+].[OH-]. The yield is 0.740. The product is [CH3:34][NH:35][C:5]1[N:6]=[CH:7][C:8]2[C:17]3[CH:16]=[CH:15][C:14]([C:18]([OH:20])=[O:19])=[CH:13][C:12]=3[N:11]=[C:10]([NH:22][C:23]3[CH:28]=[CH:27][CH:26]=[CH:25][CH:24]=3)[C:9]=2[N:29]=1. (3) The reactants are [Cl:1][C:2]1[CH:26]=[CH:25][C:5]2[N:6]=[C:7]([N:9]3[C:13](=[O:14])[C:12](=[CH:15][N:16](C)C)[C:11]([C:19]4[CH:24]=[CH:23][CH:22]=[CH:21][CH:20]=4)=[N:10]3)[S:8][C:4]=2[CH:3]=1. The catalyst is N.CO. The product is [NH2:16][CH:15]=[C:12]1[C:11]([C:19]2[CH:24]=[CH:23][CH:22]=[CH:21][CH:20]=2)=[N:10][N:9]([C:7]2[S:8][C:4]3[CH:3]=[C:2]([Cl:1])[CH:26]=[CH:25][C:5]=3[N:6]=2)[C:13]1=[O:14]. The yield is 0.700. (4) The reactants are [CH3:1][C:2]1[CH:3]=[C:4]([C:8]([OH:10])=O)[O:5][C:6]=1[CH3:7].[CH3:11][O:12][C:13](=[O:20])[C@@H:14]([CH2:16][CH:17]([CH3:19])[CH3:18])[NH2:15]. No catalyst specified. The product is [CH3:7][C:6]1[O:5][C:4]([C:8]([NH:15][C@H:14]([CH2:16][CH:17]([CH3:19])[CH3:18])[C:13]([O:12][CH3:11])=[O:20])=[O:10])=[CH:3][C:2]=1[CH3:1]. The yield is 0.270. (5) The reactants are [NH2:1][C@@H:2]([CH2:21][CH:22]([CH3:24])[CH3:23])[C:3]([N:5]1[CH2:10][CH2:9][N:8]([C:11]2[CH:12]=[CH:13][C:14]3[N:15]([C:17](Br)=[CH:18][N:19]=3)[N:16]=2)[CH2:7][CH2:6]1)=[O:4].[CH3:25][O:26][C:27]1[C:32](B(O)O)=[CH:31][CH:30]=[CH:29][N:28]=1.C([O-])([O-])=O.[K+].[K+].CC#N. The catalyst is CCOC(C)=O.C1C=CC(P(C2C=CC=CC=2)[C-]2C=CC=C2)=CC=1.C1C=CC(P(C2C=CC=CC=2)[C-]2C=CC=C2)=CC=1.Cl[Pd]Cl.[Fe+2].O. The product is [NH2:1][C@@H:2]([CH2:21][CH:22]([CH3:24])[CH3:23])[C:3]([N:5]1[CH2:10][CH2:9][N:8]([C:11]2[CH:12]=[CH:13][C:14]3[N:15]([C:17]([C:32]4[C:27]([O:26][CH3:25])=[N:28][CH:29]=[CH:30][CH:31]=4)=[CH:18][N:19]=3)[N:16]=2)[CH2:7][CH2:6]1)=[O:4]. The yield is 0.610.